From a dataset of Forward reaction prediction with 1.9M reactions from USPTO patents (1976-2016). Predict the product of the given reaction. (1) Given the reactants [C:1](Cl)(=[O:9])[O:2][C:3]1[CH:8]=[CH:7][CH:6]=[CH:5][CH:4]=1.[CH2:11]([O:18][C:19]1[CH:20]=[C:21]([CH:35]=[CH:36][CH:37]=1)[C:22]([NH:24][C:25]1[CH:30]=[CH:29][CH:28]=[CH:27][C:26]=1[S:31](=[O:34])(=[O:33])[NH2:32])=[O:23])[C:12]1[CH:17]=[CH:16][CH:15]=[CH:14][CH:13]=1, predict the reaction product. The product is: [CH2:11]([O:18][C:19]1[CH:20]=[C:21]([CH:35]=[CH:36][CH:37]=1)[C:22]([NH:24][C:25]1[CH:30]=[CH:29][CH:28]=[CH:27][C:26]=1[S:31]([NH:32][C:1]([O:2][C:3]1[CH:8]=[CH:7][CH:6]=[CH:5][CH:4]=1)=[O:9])(=[O:34])=[O:33])=[O:23])[C:12]1[CH:13]=[CH:14][CH:15]=[CH:16][CH:17]=1. (2) Given the reactants Cl.C([NH:6][C:7]1[C:16]2[C:11](=[CH:12][CH:13]=[CH:14][CH:15]=2)[N:10]=[C:9]([Cl:17])[C:8]=1[NH2:18])(C)(C)C, predict the reaction product. The product is: [ClH:17].[Cl:17][C:9]1[C:8]([NH2:18])=[C:7]([NH2:6])[C:16]2[C:11](=[CH:12][CH:13]=[CH:14][CH:15]=2)[N:10]=1. (3) Given the reactants [OH:1][C:2]1[CH:7]=[CH:6][C:5]([C:8]2[O:17][C:12]3=[N:13][CH:14]=[CH:15][CH:16]=[C:11]3[C:10](=[O:18])[CH:9]=2)=[CH:4][CH:3]=1.Cl[CH2:20][CH2:21][OH:22], predict the reaction product. The product is: [OH:22][CH2:21][CH2:20][O:1][C:2]1[CH:3]=[CH:4][C:5]([C:8]2[O:17][C:12]3=[N:13][CH:14]=[CH:15][CH:16]=[C:11]3[C:10](=[O:18])[CH:9]=2)=[CH:6][CH:7]=1. (4) Given the reactants [Br:1][C:2]1[CH:7]=[CH:6][C:5]([NH:8][C:9](=[O:22])[C:10]2[CH:15]=[C:14]([NH2:16])[CH:13]=[N:12][C:11]=2[O:17][CH2:18][CH:19]([F:21])[F:20])=[CH:4][CH:3]=1.[Cl:23][C:24]1[CH:32]=[CH:31][C:30]([CH2:33][NH:34][C:35]([C:37]([CH3:40])([CH3:39])[CH3:38])=[O:36])=[CH:29][C:25]=1[C:26](O)=[O:27], predict the reaction product. The product is: [F:21][CH:19]([F:20])[CH2:18][O:17][C:11]1[C:10]([C:9]([NH:8][C:5]2[CH:4]=[CH:3][C:2]([Br:1])=[CH:7][CH:6]=2)=[O:22])=[CH:15][C:14]([NH:16][C:26](=[O:27])[C:25]2[CH:29]=[C:30]([CH2:33][NH:34][C:35]([C:37]([CH3:38])([CH3:40])[CH3:39])=[O:36])[CH:31]=[CH:32][C:24]=2[Cl:23])=[CH:13][N:12]=1. (5) Given the reactants [OH:1][C:2]([CH3:35])([CH3:34])[CH2:3][C@@:4]1([C:28]2[CH:33]=[CH:32][CH:31]=[CH:30][CH:29]=2)[O:9][C:8](=[O:10])[N:7]([C@H:11]([C:13]2[CH:18]=[CH:17][C:16](B3OC(C)(C)C(C)(C)O3)=[CH:15][CH:14]=2)[CH3:12])[CH2:6][CH2:5]1.Br[C:37]1[C:42]([CH3:43])=[C:41]([CH3:44])[N:40]([CH3:45])[C:39](=[O:46])[CH:38]=1, predict the reaction product. The product is: [OH:1][C:2]([CH3:35])([CH3:34])[CH2:3][C@@:4]1([C:28]2[CH:29]=[CH:30][CH:31]=[CH:32][CH:33]=2)[O:9][C:8](=[O:10])[N:7]([C@H:11]([C:13]2[CH:14]=[CH:15][C:16]([C:37]3[C:42]([CH3:43])=[C:41]([CH3:44])[N:40]([CH3:45])[C:39](=[O:46])[CH:38]=3)=[CH:17][CH:18]=2)[CH3:12])[CH2:6][CH2:5]1. (6) Given the reactants C1C(=O)N(Br)C(=O)C1.[Cl:9][C:10]1[C:15](/[C:16](/O)=[CH:17]\[C:18]2[CH:23]=[CH:22][N:21]=[C:20]([Cl:24])[N:19]=2)=[CH:14][CH:13]=[CH:12][C:11]=1[NH:26][S:27]([C:30]1[C:35]([F:36])=[CH:34][CH:33]=[CH:32][C:31]=1[F:37])(=[O:29])=[O:28].[O:38]1[CH2:43][CH2:42][CH:41]([C:44](=[S:46])[NH2:45])[CH2:40][CH2:39]1, predict the reaction product. The product is: [Cl:9][C:10]1[C:15]([C:16]2[N:45]=[C:44]([CH:41]3[CH2:42][CH2:43][O:38][CH2:39][CH2:40]3)[S:46][C:17]=2[C:18]2[CH:23]=[CH:22][N:21]=[C:20]([Cl:24])[N:19]=2)=[CH:14][CH:13]=[CH:12][C:11]=1[NH:26][S:27]([C:30]1[C:35]([F:36])=[CH:34][CH:33]=[CH:32][C:31]=1[F:37])(=[O:29])=[O:28]. (7) Given the reactants [CH3:1][N:2]1[C:6]([C:7]([O:9]C)=[O:8])=[C:5]([C:11]2[CH:16]=[CH:15][CH:14]=[CH:13][CH:12]=2)[CH:4]=[N:3]1.[Li+].[OH-], predict the reaction product. The product is: [CH3:1][N:2]1[C:6]([C:7]([OH:9])=[O:8])=[C:5]([C:11]2[CH:16]=[CH:15][CH:14]=[CH:13][CH:12]=2)[CH:4]=[N:3]1.